Dataset: Catalyst prediction with 721,799 reactions and 888 catalyst types from USPTO. Task: Predict which catalyst facilitates the given reaction. (1) Reactant: [CH3:1][C:2]1[C:3]([N+:9]([O-:11])=[O:10])=[C:4]([OH:8])[CH:5]=[CH:6][CH:7]=1.[F:12][C:13]([F:26])([F:25])[S:14](O[S:14]([C:13]([F:26])([F:25])[F:12])(=[O:16])=[O:15])(=[O:16])=[O:15]. Product: [CH3:1][C:2]1[C:3]([N+:9]([O-:11])=[O:10])=[C:4]([O:8][S:14]([C:13]([F:26])([F:25])[F:12])(=[O:16])=[O:15])[CH:5]=[CH:6][CH:7]=1. The catalyst class is: 236. (2) Reactant: [NH2:1][C@@H:2]1[CH2:7][CH2:6][CH2:5][N:4]([C:8]([C:10]2[CH:32]=[CH:31][C:13]3[N:14]([CH3:30])[C:15]([C:17]4[N:25]([CH2:26][CH:27]5[CH2:29][CH2:28]5)[C:20]5=[N:21][CH:22]=[CH:23][CH:24]=[C:19]5[CH:18]=4)=[N:16][C:12]=3[CH:11]=2)=[O:9])[CH2:3]1.[ClH:33]. Product: [ClH:33].[NH2:1][C@@H:2]1[CH2:7][CH2:6][CH2:5][N:4]([C:8]([C:10]2[CH:32]=[CH:31][C:13]3[N:14]([CH3:30])[C:15]([C:17]4[N:25]([CH2:26][CH:27]5[CH2:28][CH2:29]5)[C:20]5=[N:21][CH:22]=[CH:23][CH:24]=[C:19]5[CH:18]=4)=[N:16][C:12]=3[CH:11]=2)=[O:9])[CH2:3]1. The catalyst class is: 429. (3) Reactant: [C:1]([O:5][C:6]([N:8]1[CH2:13][CH2:12][CH:11](OS(C)(=O)=O)[CH2:10][CH2:9]1)=[O:7])([CH3:4])([CH3:3])[CH3:2].[Br:19][C:20]1[CH:25]=[CH:24][C:23]([SH:26])=[CH:22][CH:21]=1.C([O-])([O-])=O.[K+].[K+]. Product: [C:1]([O:5][C:6]([N:8]1[CH2:9][CH2:10][CH:11]([S:26][C:23]2[CH:24]=[CH:25][C:20]([Br:19])=[CH:21][CH:22]=2)[CH2:12][CH2:13]1)=[O:7])([CH3:2])([CH3:3])[CH3:4]. The catalyst class is: 23. (4) Reactant: [Cr](Cl)([O-])(=O)=O.[NH+]1C=CC=CC=1.[CH2:12]([O:14][C:15](=[O:39])[CH2:16][C:17]1([CH2:20][CH2:21][CH:22]([CH2:37][OH:38])[CH2:23][C:24]2[CH:36]=[CH:35][C:27]([C:28]([O:30][C:31]([CH3:34])([CH3:33])[CH3:32])=[O:29])=[CH:26][CH:25]=2)[CH2:19][CH2:18]1)[CH3:13]. Product: [CH2:12]([O:14][C:15](=[O:39])[CH2:16][C:17]1([CH2:20][CH2:21][CH:22]([CH:37]=[O:38])[CH2:23][C:24]2[CH:25]=[CH:26][C:27]([C:28]([O:30][C:31]([CH3:32])([CH3:33])[CH3:34])=[O:29])=[CH:35][CH:36]=2)[CH2:19][CH2:18]1)[CH3:13]. The catalyst class is: 4.